From a dataset of Forward reaction prediction with 1.9M reactions from USPTO patents (1976-2016). Predict the product of the given reaction. (1) Given the reactants Cl[C:2]1[CH:7]=[CH:6][N:5]=[C:4]([NH:8][C:9]2[CH:10]=[N:11][N:12]([C:14]([CH3:18])([CH3:17])[CH2:15][OH:16])[CH:13]=2)[N:3]=1.[CH:19]1([C:22]2([C:28]#[N:29])[CH2:26][CH2:25][NH:24][C:23]2=[O:27])[CH2:21][CH2:20]1.C(=O)([O-])[O-].[Cs+].[Cs+].C1(P(C2C=CC=CC=2)C2C3OC4C(=CC=CC=4P(C4C=CC=CC=4)C4C=CC=CC=4)C(C)(C)C=3C=CC=2)C=CC=CC=1, predict the reaction product. The product is: [CH:19]1([C:22]2([C:28]#[N:29])[CH2:26][CH2:25][N:24]([C:2]3[CH:7]=[CH:6][N:5]=[C:4]([NH:8][C:9]4[CH:10]=[N:11][N:12]([C:14]([CH3:18])([CH3:17])[CH2:15][OH:16])[CH:13]=4)[N:3]=3)[C:23]2=[O:27])[CH2:21][CH2:20]1. (2) Given the reactants [Cl-].[Al+3].[Cl-].[Cl-].[CH:5]1[CH:10]=[CH:9][CH:8]=[CH:7][CH:6]=1.[Br:11][C:12]1[CH:17]=[CH:16][C:15]([S:18](Cl)(=[O:20])=[O:19])=[CH:14][C:13]=1[S:22](=[O:33])(=[O:32])[NH:23][CH2:24][CH2:25][C:26]1[CH:31]=[CH:30][CH:29]=[CH:28][N:27]=1, predict the reaction product. The product is: [Br:11][C:12]1[CH:17]=[CH:16][C:15]([S:18]([C:5]2[CH:10]=[CH:9][CH:8]=[CH:7][CH:6]=2)(=[O:20])=[O:19])=[CH:14][C:13]=1[S:22]([NH:23][CH2:24][CH2:25][C:26]1[CH:31]=[CH:30][CH:29]=[CH:28][N:27]=1)(=[O:33])=[O:32]. (3) Given the reactants [CH3:1][N:2]1[C:10]2[C:5](=[CH:6][CH:7]=[CH:8][CH:9]=2)[C:4]([CH2:11][CH:12]([CH3:14])[CH3:13])=[C:3]1[C:15]([N:17]([CH:46]1[CH2:51][CH2:50][CH2:49][CH2:48][CH2:47]1)[C@H:18]([C:20]([NH:22][CH:23]([C:32](=[O:45])[CH2:33][O:34][C:35]1[C:40]([F:41])=[C:39]([F:42])[CH:38]=[C:37]([F:43])[C:36]=1[F:44])[CH2:24][C:25]([O:27]C(C)(C)C)=[O:26])=[O:21])[CH3:19])=[O:16].C(O)(C(F)(F)F)=O, predict the reaction product. The product is: [CH3:1][N:2]1[C:10]2[C:5](=[CH:6][CH:7]=[CH:8][CH:9]=2)[C:4]([CH2:11][CH:12]([CH3:14])[CH3:13])=[C:3]1[C:15]([N:17]([CH:46]1[CH2:47][CH2:48][CH2:49][CH2:50][CH2:51]1)[C@H:18]([C:20]([NH:22][CH:23]([C:32](=[O:45])[CH2:33][O:34][C:35]1[C:36]([F:44])=[C:37]([F:43])[CH:38]=[C:39]([F:42])[C:40]=1[F:41])[CH2:24][C:25]([OH:27])=[O:26])=[O:21])[CH3:19])=[O:16]. (4) Given the reactants [OH:1][CH2:2][C:3]1[CH:8]=[CH:7][C:6]([C:9]2[N:13]([C:14]3[CH:19]=[CH:18][C:17]([S:20]([NH2:23])(=[O:22])=[O:21])=[CH:16][CH:15]=3)[N:12]=[C:11]([C:24]([F:27])([F:26])[F:25])[CH:10]=2)=[CH:5][CH:4]=1.CC(C)=[O:30].OS(O)(=O)=O.O=[Cr](=O)=O.C(OCC)(=O)C.O, predict the reaction product. The product is: [NH2:23][S:20]([C:17]1[CH:16]=[CH:15][C:14]([N:13]2[C:9]([C:6]3[CH:5]=[CH:4][C:3]([C:2]([OH:30])=[O:1])=[CH:8][CH:7]=3)=[CH:10][C:11]([C:24]([F:25])([F:26])[F:27])=[N:12]2)=[CH:19][CH:18]=1)(=[O:22])=[O:21].